From a dataset of TCR-epitope binding with 47,182 pairs between 192 epitopes and 23,139 TCRs. Binary Classification. Given a T-cell receptor sequence (or CDR3 region) and an epitope sequence, predict whether binding occurs between them. (1) The TCR CDR3 sequence is CASSQGQLNEKLFF. Result: 0 (the TCR does not bind to the epitope). The epitope is VLWAHGFEL. (2) The epitope is KLWAQCVQL. The TCR CDR3 sequence is CASTEGQITGELFF. Result: 1 (the TCR binds to the epitope). (3) The epitope is HTTDPSFLGRY. The TCR CDR3 sequence is CASSGDSSPYF. Result: 1 (the TCR binds to the epitope). (4) The TCR CDR3 sequence is CASSGQRGSTDTQYF. The epitope is KLWAQCVQL. Result: 1 (the TCR binds to the epitope). (5) The epitope is KEIDRLNEV. The TCR CDR3 sequence is CASSYLTGTSGEQFF. Result: 0 (the TCR does not bind to the epitope). (6) The epitope is TPQDLNTML. The TCR CDR3 sequence is CASSLSKNTEAFF. Result: 1 (the TCR binds to the epitope). (7) The epitope is LLQTGIHVRVSQPSL. The TCR CDR3 sequence is CASSLMGASGIDGQFF. Result: 1 (the TCR binds to the epitope).